Dataset: Forward reaction prediction with 1.9M reactions from USPTO patents (1976-2016). Task: Predict the product of the given reaction. (1) Given the reactants [Cl:1][C:2]1[CH:3]=[C:4]2[C:9](=[CH:10][CH:11]=1)[NH:8][CH:7]([C:12]1[CH:13]=[C:14]([CH:25]=[CH:26][CH:27]=1)[C:15]([O:17][CH2:18][C:19]1[CH:24]=[CH:23][CH:22]=[CH:21][CH:20]=1)=[O:16])[C:6]([CH3:29])([CH3:28])[CH:5]2O.C([SiH](CC)CC)C.FC(F)(F)C(O)=O, predict the reaction product. The product is: [Cl:1][C:2]1[CH:3]=[C:4]2[C:9](=[CH:10][CH:11]=1)[NH:8][CH:7]([C:12]1[CH:13]=[C:14]([CH:25]=[CH:26][CH:27]=1)[C:15]([O:17][CH2:18][C:19]1[CH:20]=[CH:21][CH:22]=[CH:23][CH:24]=1)=[O:16])[C:6]([CH3:29])([CH3:28])[CH2:5]2. (2) Given the reactants [Cl:1][C:2]1[CH:11]=[C:10]2[C:5]([C:6]([OH:18])=[C:7]([C:13]([O:15]CC)=[O:14])[C:8](=[O:12])[NH:9]2)=[CH:4][C:3]=1[C:19]1[CH:24]=[CH:23][C:22]([C:25]2[CH:30]=[CH:29][CH:28]=[C:27]([O:31][CH3:32])[C:26]=2[OH:33])=[CH:21][CH:20]=1.[OH-].[Li+], predict the reaction product. The product is: [Cl:1][C:2]1[CH:11]=[C:10]2[C:5]([C:6]([OH:18])=[C:7]([C:13]([OH:15])=[O:14])[C:8](=[O:12])[NH:9]2)=[CH:4][C:3]=1[C:19]1[CH:20]=[CH:21][C:22]([C:25]2[CH:30]=[CH:29][CH:28]=[C:27]([O:31][CH3:32])[C:26]=2[OH:33])=[CH:23][CH:24]=1. (3) Given the reactants Br[C:2]1[CH:3]=[C:4]([S:8]([NH:11][C:12]2[CH:21]=[CH:20][C:15]([C:16]([O:18][CH3:19])=[O:17])=[C:14]([OH:22])[CH:13]=2)(=[O:10])=[O:9])[CH:5]=[CH:6][CH:7]=1.[Cl:23][C:24]1[CH:25]=[C:26](B(O)O)[CH:27]=[CH:28][CH:29]=1, predict the reaction product. The product is: [Cl:23][C:24]1[CH:29]=[C:28]([C:2]2[CH:7]=[CH:6][CH:5]=[C:4]([S:8]([NH:11][C:12]3[CH:21]=[CH:20][C:15]([C:16]([O:18][CH3:19])=[O:17])=[C:14]([OH:22])[CH:13]=3)(=[O:10])=[O:9])[CH:3]=2)[CH:27]=[CH:26][CH:25]=1. (4) Given the reactants [F:1][C:2]1[CH:7]=[CH:6][C:5]([C:8]2[C:17]3[C:12](=[CH:13][C:14]([CH:19]=O)=[C:15]([CH3:18])[CH:16]=3)[O:11][C:10](=[O:21])[CH:9]=2)=[CH:4][CH:3]=1.[NH2:22][C:23]1[O:27][C:26]([C:28]([OH:35])([CH2:33][CH3:34])[C:29]([F:32])([F:31])[F:30])=[N:25][N:24]=1.C1(C)C=CC(S([O-])(=O)=O)=CC=1.[NH+]1C=CC=CC=1.[BH4-].[Na+], predict the reaction product. The product is: [F:1][C:2]1[CH:7]=[CH:6][C:5]([C:8]2[C:17]3[C:12](=[CH:13][C:14]([CH2:19][NH:22][C:23]4[O:27][C:26]([C:28]([OH:35])([C:29]([F:32])([F:30])[F:31])[CH2:33][CH3:34])=[N:25][N:24]=4)=[C:15]([CH3:18])[CH:16]=3)[O:11][C:10](=[O:21])[CH:9]=2)=[CH:4][CH:3]=1. (5) Given the reactants C(OC(=O)[N:7]([CH2:23][C:24]1[CH:29]=[CH:28][CH:27]=[C:26]([O:30][CH3:31])[CH:25]=1)[C:8]1[CH:9]=[N:10][CH:11]=[C:12]([CH2:14][C:15]2[CH:20]=[CH:19][CH:18]=[C:17]([O:21][CH3:22])[CH:16]=2)[CH:13]=1)(C)(C)C, predict the reaction product. The product is: [CH3:31][O:30][C:26]1[CH:25]=[C:24]([CH:29]=[CH:28][CH:27]=1)[CH2:23][NH:7][C:8]1[CH:9]=[N:10][CH:11]=[C:12]([CH2:14][C:15]2[CH:20]=[CH:19][CH:18]=[C:17]([O:21][CH3:22])[CH:16]=2)[CH:13]=1. (6) The product is: [N:1]1([C:10]2[S:14][C:13]([C:15]([NH2:32])=[O:17])=[C:12]([O:19][CH:20]([C:22]3[CH:27]=[CH:26][CH:25]=[CH:24][C:23]=3[C:28]([F:29])([F:30])[F:31])[CH3:21])[CH:11]=2)[C:9]2[CH:8]=[CH:7][N:6]=[CH:5][C:4]=2[N:3]=[CH:2]1. Given the reactants [N:1]1([C:10]2[S:14][C:13]([C:15]([O:17]C)=O)=[C:12]([O:19][CH:20]([C:22]3[CH:27]=[CH:26][CH:25]=[CH:24][C:23]=3[C:28]([F:31])([F:30])[F:29])[CH3:21])[CH:11]=2)[C:9]2[CH:8]=[CH:7][N:6]=[CH:5][C:4]=2[N:3]=[CH:2]1.[NH3:32], predict the reaction product.